From a dataset of Peptide-MHC class I binding affinity with 185,985 pairs from IEDB/IMGT. Regression. Given a peptide amino acid sequence and an MHC pseudo amino acid sequence, predict their binding affinity value. This is MHC class I binding data. (1) The peptide sequence is SESLPIWGI. The MHC is HLA-B18:01 with pseudo-sequence HLA-B18:01. The binding affinity (normalized) is 0.120. (2) The peptide sequence is KSLYNTVATLY. The MHC is HLA-A02:03 with pseudo-sequence HLA-A02:03. The binding affinity (normalized) is 0.0847. (3) The peptide sequence is RYNVIASSI. The MHC is H-2-Kd with pseudo-sequence H-2-Kd. The binding affinity (normalized) is 0.991. (4) The peptide sequence is ASLPLFTGHE. The MHC is Mamu-A01 with pseudo-sequence Mamu-A01. The binding affinity (normalized) is 0.582. (5) The peptide sequence is YAEGDVVVF. The MHC is HLA-B27:05 with pseudo-sequence HLA-B27:05. The binding affinity (normalized) is 0.0847. (6) The peptide sequence is SCINRCFYV. The MHC is HLA-A03:01 with pseudo-sequence HLA-A03:01. The binding affinity (normalized) is 0.127.